Dataset: Full USPTO retrosynthesis dataset with 1.9M reactions from patents (1976-2016). Task: Predict the reactants needed to synthesize the given product. (1) Given the product [Cl:1][C:2]1[N:7]=[N:6][C:5]([NH2:8])=[CH:4][C:3]=1[O:16][CH3:17], predict the reactants needed to synthesize it. The reactants are: [Cl:1][C:2]1[N:7]=[N:6][C:5]([NH:8]C(=O)OC(C)(C)C)=[CH:4][C:3]=1[O:16][CH3:17].FC(F)(F)C(O)=O. (2) Given the product [CH:1]1([CH2:4][O:5][C:6]2[CH:11]=[CH:10][C:9]([S:12]([CH3:15])(=[O:14])=[O:13])=[CH:8][C:7]=2[C:16]2[CH:17]=[C:18]([I:24])[C:19](=[O:23])[N:20]([CH3:22])[CH:21]=2)[CH2:3][CH2:2]1, predict the reactants needed to synthesize it. The reactants are: [CH:1]1([CH2:4][O:5][C:6]2[CH:11]=[CH:10][C:9]([S:12]([CH3:15])(=[O:14])=[O:13])=[CH:8][C:7]=2[C:16]2[CH:17]=[CH:18][C:19](=[O:23])[N:20]([CH3:22])[CH:21]=2)[CH2:3][CH2:2]1.[I:24]N1C(=O)CCC1=O. (3) The reactants are: [Br:1][C:2]1[CH:10]=[CH:9][CH:8]=[C:7]2[C:3]=1[C:4](O)([C:25]1[C:34]([OH:35])=[CH:33][C:28]3[O:29][CH2:30][CH2:31][O:32][C:27]=3[CH:26]=1)[C:5](=[O:24])[N:6]2[CH:11]([C:18]1[CH:23]=[CH:22][CH:21]=[CH:20][CH:19]=1)[C:12]1[CH:17]=[CH:16][CH:15]=[CH:14][CH:13]=1.ClC1C=CC=C2C=1C(O)(C1C(O)=CC3OCCC=3C=1)C(=O)N2C(C1C=CC=CC=1)C1C=CC=CC=1. Given the product [Br:1][C:2]1[CH:10]=[CH:9][CH:8]=[C:7]2[C:3]=1[CH:4]([C:25]1[C:34]([OH:35])=[CH:33][C:28]3[O:29][CH2:30][CH2:31][O:32][C:27]=3[CH:26]=1)[C:5](=[O:24])[N:6]2[CH:11]([C:18]1[CH:23]=[CH:22][CH:21]=[CH:20][CH:19]=1)[C:12]1[CH:13]=[CH:14][CH:15]=[CH:16][CH:17]=1, predict the reactants needed to synthesize it.